This data is from Full USPTO retrosynthesis dataset with 1.9M reactions from patents (1976-2016). The task is: Predict the reactants needed to synthesize the given product. Given the product [CH2:23]([C@H:30]1[N:35]([C:20]([C:9]2[N:10]=[CH:11][N:12]([C@H:13]3[CH2:18][CH2:17][CH2:16][CH2:15][C@@H:14]3[OH:19])[C:8]=2[C:4]2[CH:5]=[CH:6][CH:7]=[C:2]([F:1])[CH:3]=2)=[O:21])[CH2:34][CH2:33][N:32]([C:36]([O:38][C:39]([CH3:42])([CH3:41])[CH3:40])=[O:37])[CH2:31]1)[C:24]1[CH:25]=[CH:26][CH:27]=[CH:28][CH:29]=1, predict the reactants needed to synthesize it. The reactants are: [F:1][C:2]1[CH:3]=[C:4]([C:8]2[N:12]([C@H:13]3[CH2:18][CH2:17][CH2:16][CH2:15][C@@H:14]3[OH:19])[CH:11]=[N:10][C:9]=2[C:20](O)=[O:21])[CH:5]=[CH:6][CH:7]=1.[CH2:23]([C@H:30]1[NH:35][CH2:34][CH2:33][N:32]([C:36]([O:38][C:39]([CH3:42])([CH3:41])[CH3:40])=[O:37])[CH2:31]1)[C:24]1[CH:29]=[CH:28][CH:27]=[CH:26][CH:25]=1.CCN=C=NCCCN(C)C.Cl.C1C=CC2N(O)N=NC=2C=1.C(=O)([O-])O.[Na+].